Task: Regression. Given a peptide amino acid sequence and an MHC pseudo amino acid sequence, predict their binding affinity value. This is MHC class I binding data.. Dataset: Peptide-MHC class I binding affinity with 185,985 pairs from IEDB/IMGT (1) The peptide sequence is LYAVATTFI. The MHC is HLA-A24:02 with pseudo-sequence HLA-A24:02. The binding affinity (normalized) is 0.813. (2) The peptide sequence is KNSPGMVPL. The MHC is HLA-A02:01 with pseudo-sequence HLA-A02:01. The binding affinity (normalized) is 0. (3) The peptide sequence is PRFKFVWV. The MHC is H-2-Kb with pseudo-sequence H-2-Kb. The binding affinity (normalized) is 0.0735.